Dataset: Full USPTO retrosynthesis dataset with 1.9M reactions from patents (1976-2016). Task: Predict the reactants needed to synthesize the given product. Given the product [BrH:5].[CH2:6]([S:3][C:2](=[NH:4])[NH2:1])[CH2:7][CH2:8][CH2:9][CH2:10][CH3:11], predict the reactants needed to synthesize it. The reactants are: [NH2:1][C:2]([NH2:4])=[S:3].[Br:5][CH2:6][CH2:7][CH2:8][CH2:9][CH2:10][CH3:11].